From a dataset of Reaction yield outcomes from USPTO patents with 853,638 reactions. Predict the reaction yield, written as a fraction of the theoretical maximum amount of product (1.0 means a 100% yield; for example, 0.34 means a 34% yield). (1) The reactants are [F:1][C:2]1[C:14]([NH:15][CH2:16][C:17]2[CH:22]=[C:21]([C:23]3[CH:28]=[CH:27][CH:26]=[C:25]([F:29])[CH:24]=3)[CH:20]=[C:19]([CH3:30])[C:18]=2[CH3:31])=[C:13]([F:32])[CH:12]=[CH:11][C:3]=1[O:4][CH2:5][C:6]([O:8]CC)=[O:7].[OH-].[Na+]. The catalyst is C1COCC1.CO.CCOC(C)=O. The product is [F:1][C:2]1[C:14]([NH:15][CH2:16][C:17]2[CH:22]=[C:21]([C:23]3[CH:28]=[CH:27][CH:26]=[C:25]([F:29])[CH:24]=3)[CH:20]=[C:19]([CH3:30])[C:18]=2[CH3:31])=[C:13]([F:32])[CH:12]=[CH:11][C:3]=1[O:4][CH2:5][C:6]([OH:8])=[O:7]. The yield is 0.940. (2) The reactants are [Cl:1][C:2]1[C:3]([N:12]2[CH:29]=[C:15]3[C:16]([NH:21][C:22]4[CH:27]=[C:26]([CH3:28])[N:25]=[CH:24][N:23]=4)=[N:17][CH:18]=[C:19]([F:20])[C:14]3=[N:13]2)=[C:4]([CH:7]=[C:8]([CH:10]=C)[CH:9]=1)[C:5]#[N:6].I([O-])(=O)(=O)=[O:31].[Na+]. The catalyst is CC(C)=O.O.[Os](=O)(=O)(=O)=O. The product is [Cl:1][C:2]1[C:3]([N:12]2[CH:29]=[C:15]3[C:16]([NH:21][C:22]4[CH:27]=[C:26]([CH3:28])[N:25]=[CH:24][N:23]=4)=[N:17][CH:18]=[C:19]([F:20])[C:14]3=[N:13]2)=[C:4]([CH:7]=[C:8]([CH:10]=[O:31])[CH:9]=1)[C:5]#[N:6]. The yield is 0.600. (3) The reactants are C([O-])([O-])=O.[K+].[K+].Br[C:8]1[CH:13]=[CH:12][CH:11]=[CH:10][CH:9]=1.[CH2:14]([NH2:21])[C:15]1[CH:20]=[CH:19][CH:18]=[CH:17][CH:16]=1.C(OCCCCCC)CCCCC. The catalyst is Cl[Cu].CN1C(=O)CCC1. The product is [C:8]1([NH:21][CH2:14][C:15]2[CH:20]=[CH:19][CH:18]=[CH:17][CH:16]=2)[CH:13]=[CH:12][CH:11]=[CH:10][CH:9]=1. The yield is 0.430. (4) The product is [OH2:2].[ClH:1].[OH:2][C:3]([C:35]1[CH:36]=[CH:37][CH:38]=[CH:39][CH:40]=1)([C:29]1[CH:30]=[CH:31][CH:32]=[CH:33][CH:34]=1)[CH:4]1[CH2:9][CH2:8][N:7]([CH2:10][CH2:11][CH2:12][CH:13]([C:15]2[CH:20]=[CH:19][C:18]([C:21]([CH3:28])([CH3:27])[C:22]([OH:24])=[O:23])=[CH:17][CH:16]=2)[OH:14])[CH2:6][CH2:5]1. The reactants are [ClH:1].[OH:2][C:3]([C:35]1[CH:40]=[CH:39][CH:38]=[CH:37][CH:36]=1)([C:29]1[CH:34]=[CH:33][CH:32]=[CH:31][CH:30]=1)[CH:4]1[CH2:9][CH2:8][N:7]([CH2:10][CH2:11][CH2:12][C:13]([C:15]2[CH:20]=[CH:19][C:18]([C:21]([CH3:28])([CH3:27])[C:22]([O:24]CC)=[O:23])=[CH:17][CH:16]=2)=[O:14])[CH2:6][CH2:5]1.[OH-].[Na+].[BH4-].[Na+].Cl. The yield is 0.915. The catalyst is O.CC(C)=O.CO. (5) The reactants are [N:1]1[C:6]2[NH:7][C:8]3[C:13]([C:5]=2[C:4]([C:14]([NH2:16])=[NH:15])=[CH:3][CH:2]=1)=[CH:12][CH:11]=[CH:10][CH:9]=3.F[P-](F)(F)(F)(F)F.C[N+](C)=C(N(C)C)ON1C2N=CC=CC=2N=N1.[CH:41]1([C:44]2[CH:52]=[N:51][CH:50]=[C:49](F)[C:45]=2[C:46](O)=[O:47])[CH2:43][CH2:42]1.C(N(CC)C(C)C)(C)C.C(=O)([O-])[O-].[Cs+].[Cs+]. The catalyst is CN(C)C=O.C(OCC)(=O)C. The product is [CH:41]1([C:44]2[C:45]3[C:46](=[O:47])[NH:16][C:14]([C:4]4[C:5]5[C:13]6[C:8](=[CH:9][CH:10]=[CH:11][CH:12]=6)[NH:7][C:6]=5[N:1]=[CH:2][CH:3]=4)=[N:15][C:49]=3[CH:50]=[N:51][CH:52]=2)[CH2:42][CH2:43]1. The yield is 0.464.